Task: Regression. Given a peptide amino acid sequence and an MHC pseudo amino acid sequence, predict their binding affinity value. This is MHC class II binding data.. Dataset: Peptide-MHC class II binding affinity with 134,281 pairs from IEDB The peptide sequence is TDKMFFVKNPTDTGH. The MHC is DRB1_0301 with pseudo-sequence DRB1_0301. The binding affinity (normalized) is 0.494.